Dataset: Tyrosyl-DNA phosphodiesterase HTS with 341,365 compounds. Task: Binary Classification. Given a drug SMILES string, predict its activity (active/inactive) in a high-throughput screening assay against a specified biological target. The drug is o1c(c2c(cc(cc2)C(O)=O)C)ccc1/C=C1/NC(=O)N(Cc2ccc(cc2)C)C1=O. The result is 1 (active).